Dataset: Peptide-MHC class II binding affinity with 134,281 pairs from IEDB. Task: Regression. Given a peptide amino acid sequence and an MHC pseudo amino acid sequence, predict their binding affinity value. This is MHC class II binding data. (1) The peptide sequence is DFGNSYIAEMETESW. The MHC is DRB1_0802 with pseudo-sequence DRB1_0802. The binding affinity (normalized) is 0.236. (2) The peptide sequence is SQYLELSWNLNGLQAY. The MHC is HLA-DQA10301-DQB10302 with pseudo-sequence HLA-DQA10301-DQB10302. The binding affinity (normalized) is 0.403.